From a dataset of Forward reaction prediction with 1.9M reactions from USPTO patents (1976-2016). Predict the product of the given reaction. Given the reactants Br[C:2]1[CH:3]=[C:4]2[C:9](=[CH:10][CH:11]=1)[N:8]=[CH:7][C:6]([C:12](=[O:15])[CH2:13][CH3:14])=[C:5]2[NH:16][C:17]1[CH:22]=[CH:21][C:20]([CH2:23][N:24]([CH3:26])[CH3:25])=[CH:19][CH:18]=1.[Cl:27][C:28]1[CH:33]=[C:32](B2OC(C)(C)C(C)(C)O2)[CH:31]=[C:30]([F:43])[C:29]=1[OH:44], predict the reaction product. The product is: [Cl:27][C:28]1[CH:33]=[C:32]([C:2]2[CH:3]=[C:4]3[C:9](=[CH:10][CH:11]=2)[N:8]=[CH:7][C:6]([C:12](=[O:15])[CH2:13][CH3:14])=[C:5]3[NH:16][C:17]2[CH:22]=[CH:21][C:20]([CH2:23][N:24]([CH3:25])[CH3:26])=[CH:19][CH:18]=2)[CH:31]=[C:30]([F:43])[C:29]=1[OH:44].